From a dataset of Reaction yield outcomes from USPTO patents with 853,638 reactions. Predict the reaction yield, written as a fraction of the theoretical maximum amount of product (1.0 means a 100% yield; for example, 0.34 means a 34% yield). (1) The catalyst is O1CCOCC1.C1C=CC([P]([Pd]([P](C2C=CC=CC=2)(C2C=CC=CC=2)C2C=CC=CC=2)([P](C2C=CC=CC=2)(C2C=CC=CC=2)C2C=CC=CC=2)[P](C2C=CC=CC=2)(C2C=CC=CC=2)C2C=CC=CC=2)(C2C=CC=CC=2)C2C=CC=CC=2)=CC=1.CO.C(Cl)Cl. The product is [NH2:1][C:2]1[N:3]([CH3:20])[C:4](=[O:19])[C:5]2([N:18]=1)[C:14]1[C:9](=[CH:10][CH:11]=[C:12]([C:26]3[CH:25]=[CH:24][CH:23]=[C:22]([Cl:21])[CH:27]=3)[CH:13]=1)[C:8]([CH3:17])([CH3:16])[CH2:7][CH2:6]2. The yield is 0.550. The reactants are [NH2:1][C:2]1[N:3]([CH3:20])[C:4](=[O:19])[C:5]2([N:18]=1)[C:14]1[C:9](=[CH:10][CH:11]=[C:12](Br)[CH:13]=1)[C:8]([CH3:17])([CH3:16])[CH2:7][CH2:6]2.[Cl:21][C:22]1[CH:23]=[C:24](B(O)O)[CH:25]=[CH:26][CH:27]=1.C(=O)([O-])[O-].[Na+].[Na+].[NH4+].[OH-]. (2) The reactants are [Cl-].[Al+3].[Cl-].[Cl-].[C:5]([N:8]1[C:17]2[C:12](=[CH:13][C:14]([Br:18])=[CH:15][CH:16]=2)[C@H:11]([NH:19]C(=O)OC(C)C)[CH2:10][C@@H:9]1[CH3:26])(=[O:7])[CH3:6].C(N(CC)CC)C.CO. The catalyst is C(Cl)Cl.C(OCC)(=O)C. The product is [NH2:19][C@H:11]1[C:12]2[C:17](=[CH:16][CH:15]=[C:14]([Br:18])[CH:13]=2)[N:8]([C:5](=[O:7])[CH3:6])[C@@H:9]([CH3:26])[CH2:10]1. The yield is 0.850. (3) The reactants are [NH2:1][C:2]1[CH:7]=[CH:6][CH:5]=[CH:4][N:3]=1.[N+:8]([C:11]1[CH:18]=[CH:17][C:14]([CH2:15][Br:16])=[CH:13][CH:12]=1)([O-:10])=[O:9]. The catalyst is CC#N.CCOCC. The product is [Br-:16].[N+:8]([C:11]1[CH:18]=[CH:17][C:14]([CH2:15][N:3]2[CH:4]=[CH:5][CH:6]=[CH:7][C:2]2=[NH2+:1])=[CH:13][CH:12]=1)([O-:10])=[O:9]. The yield is 0.880. (4) The reactants are [CH2:1]([O:3][C:4]([C:6]1[O:7][C:8]2[CH:15]=[CH:14][CH:13]=[C:12]([NH:16][S:17]([CH2:20][CH2:21][CH2:22]Cl)(=[O:19])=[O:18])[C:9]=2[C:10]=1[CH3:11])=[O:5])[CH3:2].[H-].[Na+]. The catalyst is C1COCC1. The product is [CH2:1]([O:3][C:4]([C:6]1[O:7][C:8]2[CH:15]=[CH:14][CH:13]=[C:12]([N:16]3[CH2:22][CH2:21][CH2:20][S:17]3(=[O:19])=[O:18])[C:9]=2[C:10]=1[CH3:11])=[O:5])[CH3:2]. The yield is 0.640. (5) The reactants are C([NH:11][CH2:12][CH2:13][CH2:14][CH2:15][C:16]1[CH:21]=[CH:20][C:19](OCCOC)=[CH:18][CH:17]=1)(OCC1C=CC=CC=1)=O.[C:27](O)(=[O:29])C.[H][H].[CH2:33]([OH:35])[CH3:34]. The catalyst is [Pd]. The product is [O:35]([CH:15]([C:16]1[CH:17]=[CH:18][CH:19]=[CH:20][CH:21]=1)[CH2:14][CH2:13][CH2:12][NH2:11])[CH2:33][CH2:34][O:29][CH3:27]. The yield is 0.920.